From a dataset of Reaction yield outcomes from USPTO patents with 853,638 reactions. Predict the reaction yield, written as a fraction of the theoretical maximum amount of product (1.0 means a 100% yield; for example, 0.34 means a 34% yield). (1) The reactants are [OH-].[Li+].[Br:3][C:4]1[N:5]([C:17]2[C:26]3[C:21](=[CH:22][CH:23]=[CH:24][CH:25]=3)[C:20]([CH:27]3[CH2:29][CH2:28]3)=[CH:19][CH:18]=2)[C:6]([S:9]CCC(OCC)=O)=[N:7][N:8]=1.Cl. The product is [Br:3][C:4]1[N:5]([C:17]2[C:26]3[C:21](=[CH:22][CH:23]=[CH:24][CH:25]=3)[C:20]([CH:27]3[CH2:29][CH2:28]3)=[CH:19][CH:18]=2)[C:6]([SH:9])=[N:7][N:8]=1. The catalyst is C1COCC1.CO. The yield is 0.780. (2) The reactants are [Cl:1][C:2]1[CH:10]=[C:9]([C:11](=[O:13])[CH3:12])[C:8]([C:14]2[CH:19]=[C:18]([F:20])[CH:17]=[C:16]([F:21])[CH:15]=2)=[C:7]2[C:3]=1[CH:4]=[N:5][NH:6]2.[H-].[Na+].[CH3:24]I. The catalyst is CN(C)C=O. The product is [Cl:1][C:2]1[CH:10]=[C:9]([C:11](=[O:13])[CH3:12])[C:8]([C:14]2[CH:19]=[C:18]([F:20])[CH:17]=[C:16]([F:21])[CH:15]=2)=[C:7]2[C:3]=1[CH:4]=[N:5][N:6]2[CH3:24]. The yield is 0.420. (3) The reactants are [CH:1]1([C:4]([N:6]2[C:15]3[C:10](=[C:11]([O:25][C:26]4[CH:31]=[CH:30][CH:29]=[CH:28][CH:27]=4)[C:12](B4OC(C)(C)C(C)(C)O4)=[CH:13][CH:14]=3)[CH2:9][CH2:8][C@@H:7]2[CH3:32])=[O:5])[CH2:3][CH2:2]1.[N+:33]([C:36]1[CH:37]=[N:38][NH:39][CH:40]=1)([O-:35])=[O:34].N1C=CC=CC=1. The catalyst is C([O-])(=O)C.[Cu+2].C([O-])(=O)C.CN(C)C=O. The product is [CH:1]1([C:4]([N:6]2[C:15]3[C:10](=[C:11]([O:25][C:26]4[CH:31]=[CH:30][CH:29]=[CH:28][CH:27]=4)[C:12]([N:38]4[CH:37]=[C:36]([N+:33]([O-:35])=[O:34])[CH:40]=[N:39]4)=[CH:13][CH:14]=3)[CH2:9][CH2:8][C@@H:7]2[CH3:32])=[O:5])[CH2:3][CH2:2]1. The yield is 0.260. (4) The reactants are [Cl:1][C:2]1[CH:3]=[CH:4][C:5]([C:20]([F:23])([F:22])[F:21])=[C:6]([CH:19]=1)[CH2:7][N:8]1[CH2:13][CH2:12][NH:11][C:10]2[N:14]=[CH:15][C:16](I)=[CH:17][C:9]1=2.[C:24]([NH:27][C:28]1[CH:33]=[CH:32][C:31](B(O)O)=[CH:30][CH:29]=1)(=[O:26])[CH3:25]. No catalyst specified. The product is [Cl:1][C:2]1[CH:3]=[CH:4][C:5]([C:20]([F:23])([F:22])[F:21])=[C:6]([CH:19]=1)[CH2:7][N:8]1[CH2:13][CH2:12][NH:11][C:10]2[N:14]=[CH:15][C:16]([C:31]3[CH:32]=[CH:33][C:28]([NH:27][C:24](=[O:26])[CH3:25])=[CH:29][CH:30]=3)=[CH:17][C:9]1=2. The yield is 0.420. (5) The reactants are [CH3:1][S:2][C:3]([NH:5][C:6](=[O:12])[O:7][C:8]([CH3:11])([CH3:10])[CH3:9])=[NH:4].[CH3:13][O:14][C:15]1[CH:20]=[CH:19][C:18]([C:21]2[C:25]([C:26](O)=[O:27])=[C:24]([CH3:29])[O:23][N:22]=2)=[CH:17][CH:16]=1.CCN=C=NCCCN(C)C.CCN(C(C)C)C(C)C. The catalyst is C(Cl)Cl. The product is [CH3:13][O:14][C:15]1[CH:16]=[CH:17][C:18]([C:21]2[C:25]([C:26]([N:5]([C:3]([S:2][CH3:1])=[NH:4])[C:6](=[O:12])[O:7][C:8]([CH3:9])([CH3:11])[CH3:10])=[O:27])=[C:24]([CH3:29])[O:23][N:22]=2)=[CH:19][CH:20]=1. The yield is 0.600. (6) The reactants are C(O/[N:5]=[C:6](/[C:8]1[CH:9]=[C:10]([C:15]2([C:18]([O:20][CH3:21])=[O:19])[CH2:17][CH2:16]2)[CH:11]=[CH:12][C:13]=1[OH:14])\[CH3:7])(=O)C.N1C=CC=CC=1.O. The catalyst is CN(C=O)C. The product is [CH3:7][C:6]1[C:8]2[CH:9]=[C:10]([C:15]3([C:18]([O:20][CH3:21])=[O:19])[CH2:17][CH2:16]3)[CH:11]=[CH:12][C:13]=2[O:14][N:5]=1. The yield is 0.820. (7) The reactants are [CH2:1]([N:4]1[C@H:9]([CH3:10])[CH2:8][N:7](C(OCC)=O)[C@@H:6]([CH3:16])[CH2:5]1)[CH:2]=[CH2:3].[OH-].[K+].C(=O)=O.C1(C)C=CC=CC=1. The catalyst is C(O)C. The product is [CH2:1]([N:4]1[CH2:5][C@@H:6]([CH3:16])[NH:7][CH2:8][C@@H:9]1[CH3:10])[CH:2]=[CH2:3]. The yield is 0.690. (8) The yield is 0.950. The catalyst is CN(C=O)C.O. The reactants are I.[CH2:2]([S:4][C:5](=[NH:13])[NH:6][C:7]1[CH:12]=[CH:11][CH:10]=[CH:9][CH:8]=1)[CH3:3].[CH:14]1([CH2:20][CH2:21][C:22](O)=[O:23])[CH2:19][CH2:18][CH2:17][CH2:16][CH2:15]1.C1C=CC2N(O)N=NC=2C=1.CN1CCOCC1.CN(C(ON1N=NC2C=CC=CC1=2)=[N+](C)C)C.F[P-](F)(F)(F)(F)F. The product is [CH:14]1([CH2:20][CH2:21][C:22]([NH:13][C:5](=[N:6][C:7]2[CH:12]=[CH:11][CH:10]=[CH:9][CH:8]=2)[S:4][CH2:2][CH3:3])=[O:23])[CH2:19][CH2:18][CH2:17][CH2:16][CH2:15]1.